Predict the product of the given reaction. From a dataset of Forward reaction prediction with 1.9M reactions from USPTO patents (1976-2016). Given the reactants [C:1]([O:5][C:6]([N:8]1[C:16]2[C:11](=[N:12][C:13]([O:19][CH3:20])=[C:14]([O:17][CH3:18])[CH:15]=2)[C:10](I)=[CH:9]1)=[O:7])([CH3:4])([CH3:3])[CH3:2].[B:22](OCCCC)([O:28]CCCC)[O:23]CCCC.[Li]CCCC, predict the reaction product. The product is: [C:1]([O:5][C:6]([N:8]1[C:16]2[C:11](=[N:12][C:13]([O:19][CH3:20])=[C:14]([O:17][CH3:18])[CH:15]=2)[C:10]([B:22]([OH:28])[OH:23])=[CH:9]1)=[O:7])([CH3:4])([CH3:3])[CH3:2].